From a dataset of Reaction yield outcomes from USPTO patents with 853,638 reactions. Predict the reaction yield, written as a fraction of the theoretical maximum amount of product (1.0 means a 100% yield; for example, 0.34 means a 34% yield). (1) The reactants are [CH3:1][O:2][C:3]1[CH:4]=[C:5]2[C:10](=[CH:11][C:12]=1[O:13][CH3:14])[N:9]=[CH:8][N:7]=[C:6]2[O:15][C:16]1[CH:22]=[CH:21][C:19]([NH2:20])=[C:18]([N+:23]([O-:25])=[O:24])[CH:17]=1.ClC(Cl)(O[C:30](=[O:36])OC(Cl)(Cl)Cl)Cl.[CH:38]1([CH2:44][N:45]2[CH2:49][CH2:48][CH:47]([NH2:50])[CH2:46]2)[CH2:43][CH2:42][CH2:41][CH2:40][CH2:39]1.C(=O)([O-])O.[Na+]. The catalyst is C(N(CC)CC)C.C(Cl)(Cl)Cl. The product is [CH:38]1([CH2:44][N:45]2[CH2:49][CH2:48][CH:47]([NH:50][C:30]([NH:20][C:19]3[CH:21]=[CH:22][C:16]([O:15][C:6]4[C:5]5[C:10](=[CH:11][C:12]([O:13][CH3:14])=[C:3]([O:2][CH3:1])[CH:4]=5)[N:9]=[CH:8][N:7]=4)=[CH:17][C:18]=3[N+:23]([O-:25])=[O:24])=[O:36])[CH2:46]2)[CH2:39][CH2:40][CH2:41][CH2:42][CH2:43]1. The yield is 0.210. (2) The reactants are C([S:8][C:9]1[CH:10]=[C:11]2[C:16](=[CH:17][CH:18]=1)[N:15]([C:19]1[CH:24]=[C:23](Cl)[C:22]([C:26]([F:29])([F:28])[F:27])=[CH:21][C:20]=1[O:30][CH3:31])[C:14](=[O:32])[CH:13]=[CH:12]2)C1C=CC=CC=1.ClN1C(C)(C)C(=[O:41])N(Cl)C1=O.N1CC(=O)NC1=O.[F:51][C:52]1[C:57]([F:58])=[C:56]([F:59])[C:55]([F:60])=[C:54]([F:61])[C:53]=1[OH:62].C(N(CC)CC)C.[Cl-:70].[Na+].[OH2:72]. The catalyst is CC(O)C.CCOC(C)=O.O.CC#N.CC(O)=O. The product is [Cl:70][C:23]1[C:22]([C:26]([F:29])([F:27])[F:28])=[CH:21][C:20]([O:30][CH3:31])=[C:19]([N:15]2[C:16]3[C:11](=[CH:10][C:9]([S:8]([O:62][C:53]4[C:52]([F:51])=[C:57]([F:58])[C:56]([F:59])=[C:55]([F:60])[C:54]=4[F:61])(=[O:41])=[O:72])=[CH:18][CH:17]=3)[CH:12]=[CH:13][C:14]2=[O:32])[CH:24]=1. The yield is 0.870.